From a dataset of Full USPTO retrosynthesis dataset with 1.9M reactions from patents (1976-2016). Predict the reactants needed to synthesize the given product. (1) Given the product [C:14]([C:13]1[C:8]2[C:9](=[N:10][C:5]([C:3]([OH:4])=[O:2])=[CH:6][CH:7]=2)[N:11]([CH2:17][C:18]([N:20]2[C@H:25]([C:26](=[O:37])[NH:27][CH2:28][C:29]3[CH:34]=[CH:33][CH:32]=[C:31]([Cl:35])[C:30]=3[F:36])[CH2:24][C@@H:23]3[C@H:21]2[CH2:22]3)=[O:19])[CH:12]=1)(=[O:16])[CH3:15], predict the reactants needed to synthesize it. The reactants are: C[O:2][C:3]([C:5]1[N:10]=[C:9]2[N:11]([CH2:17][C:18]([N:20]3[C@H:25]([C:26](=[O:37])[NH:27][CH2:28][C:29]4[CH:34]=[CH:33][CH:32]=[C:31]([Cl:35])[C:30]=4[F:36])[CH2:24][C@@H:23]4[C@H:21]3[CH2:22]4)=[O:19])[CH:12]=[C:13]([C:14](=[O:16])[CH3:15])[C:8]2=[CH:7][CH:6]=1)=[O:4].[Li+].[OH-].Cl. (2) Given the product [F:1][C:2]1[CH:7]=[CH:6][C:5]([CH:8]2[C:16]3[C:11](=[CH:12][CH:13]=[C:14]([CH3:17])[CH:15]=3)[N:10]([N:18]=[C:23]([CH3:25])[CH3:22])[CH2:9]2)=[CH:4][CH:3]=1, predict the reactants needed to synthesize it. The reactants are: [F:1][C:2]1[CH:7]=[CH:6][C:5]([CH:8]2[C:16]3[C:11](=[CH:12][CH:13]=[C:14]([CH3:17])[CH:15]=3)[N:10]([N:18]=O)[CH2:9]2)=[CH:4][CH:3]=1.[Cl-].[NH4+].[CH3:22][C:23]([CH3:25])=O. (3) Given the product [CH3:2][C:3]1([SH:1])[CH2:4][CH2:5][N:6]([C:9]([O:11][C:12]([CH3:15])([CH3:14])[CH3:13])=[O:10])[CH2:7][CH2:8]1, predict the reactants needed to synthesize it. The reactants are: [S:1]1[C:3]2([CH2:8][CH2:7][N:6]([C:9]([O:11][C:12]([CH3:15])([CH3:14])[CH3:13])=[O:10])[CH2:5][CH2:4]2)[CH2:2]1.ClC1C=CC2N=NN(OC(=[N+](C)C)N(C)C)C=2C=1. (4) Given the product [Cl:51][C:52]1[CH:53]=[C:54]([C:58]([C@@H:66]2[CH2:71][CH2:70][CH2:69][N:68]([C:12](=[O:14])[CH2:11][C@@H:10]([CH2:15][CH:16]3[CH2:21][CH2:20][CH2:19][CH2:18][CH2:17]3)[CH2:9][N:8]([CH3:22])[C:6](=[O:7])[O:5][C:1]([CH3:2])([CH3:3])[CH3:4])[CH2:67]2)([OH:65])[CH2:59][CH2:60][CH2:61][CH2:62][O:63][CH3:64])[CH:55]=[CH:56][CH:57]=1, predict the reactants needed to synthesize it. The reactants are: [C:1]([O:5][C:6]([N:8]([CH3:22])[CH2:9][C@H:10]([CH2:15][CH:16]1[CH2:21][CH2:20][CH2:19][CH2:18][CH2:17]1)[CH2:11][C:12]([OH:14])=O)=[O:7])([CH3:4])([CH3:3])[CH3:2].CCN=C=NCCCN(C)C.C1C=CC2N(O)N=NC=2C=1.CN1CCOCC1.[Cl:51][C:52]1[CH:53]=[C:54]([C:58]([C@@H:66]2[CH2:71][CH2:70][CH2:69][NH:68][CH2:67]2)([OH:65])[CH2:59][CH2:60][CH2:61][CH2:62][O:63][CH3:64])[CH:55]=[CH:56][CH:57]=1. (5) The reactants are: C[O:2][C:3]1[CH:4]=[C:5]([C:20](=[O:22])[CH3:21])[C:6]2[O:10][C:9]([C:11]3[CH:16]=[CH:15][C:14]([O:17]C)=[CH:13][CH:12]=3)=[CH:8][C:7]=2[CH:19]=1.Cl.N1C=CC=CC=1. Given the product [OH:2][C:3]1[CH:4]=[C:5]([C:20](=[O:22])[CH3:21])[C:6]2[O:10][C:9]([C:11]3[CH:12]=[CH:13][C:14]([OH:17])=[CH:15][CH:16]=3)=[CH:8][C:7]=2[CH:19]=1, predict the reactants needed to synthesize it. (6) Given the product [I:7][C:8]1[NH:9][C:10]([C@@H:14]2[CH2:18][CH2:17][CH2:16][N:15]2[C:19]([O:21][C:22]([CH3:25])([CH3:24])[CH3:23])=[O:20])=[N:11][CH:12]=1, predict the reactants needed to synthesize it. The reactants are: S([O-])([O-])=O.[Na+].[Na+].[I:7][C:8]1[N:9]=[C:10]([C@@H:14]2[CH2:18][CH2:17][CH2:16][N:15]2[C:19]([O:21][C:22]([CH3:25])([CH3:24])[CH3:23])=[O:20])[NH:11][C:12]=1I. (7) Given the product [CH2:1]([O:8][C:9]1[CH:10]=[CH:11][C:12]([CH:20]([OH:21])[CH2:22][NH:33][C:30]2([CH2:29][C:28]3[CH:34]=[CH:35][C:25]([O:24][CH3:23])=[CH:26][CH:27]=3)[CH2:32][CH2:31]2)=[C:13]2[C:18]=1[NH:17][C:16](=[O:19])[CH:15]=[CH:14]2)[C:2]1[CH:3]=[CH:4][CH:5]=[CH:6][CH:7]=1, predict the reactants needed to synthesize it. The reactants are: [CH2:1]([O:8][C:9]1[CH:10]=[CH:11][C:12]([CH:20]2[CH2:22][O:21]2)=[C:13]2[C:18]=1[NH:17][C:16](=[O:19])[CH:15]=[CH:14]2)[C:2]1[CH:7]=[CH:6][CH:5]=[CH:4][CH:3]=1.[CH3:23][O:24][C:25]1[CH:35]=[CH:34][C:28]([CH2:29][C:30]2([NH2:33])[CH2:32][CH2:31]2)=[CH:27][CH:26]=1. (8) Given the product [CH3:1][O:2][C:3]([C:5]1[CH:13]=[C:12]2[C:8]([C:9]([C:24]([CH:20]3[C:21]([CH3:23])([CH3:22])[C:19]3([CH3:27])[CH3:18])=[O:25])=[CH:10][NH:11]2)=[CH:7][CH:6]=1)=[O:4], predict the reactants needed to synthesize it. The reactants are: [CH3:1][O:2][C:3]([C:5]1[CH:13]=[C:12]2[C:8]([CH:9]=[CH:10][NH:11]2)=[CH:7][CH:6]=1)=[O:4].C([Mg]Br)C.[CH3:18][C:19]1([CH3:27])[C:21]([CH3:23])([CH3:22])[CH:20]1[C:24](Cl)=[O:25].